This data is from Full USPTO retrosynthesis dataset with 1.9M reactions from patents (1976-2016). The task is: Predict the reactants needed to synthesize the given product. (1) Given the product [Cl:1][C:2]1[CH:3]=[C:4]([CH:14]=[CH:15][C:16]=1[Cl:17])[CH2:5][N:6]1[CH2:11][CH2:10][O:9][CH:8]([CH2:12][NH:13][C:19]([NH:18][C:21]2[CH:29]=[CH:28][C:24]([N:25]([CH3:27])[CH3:26])=[CH:23][CH:22]=2)=[O:20])[CH2:7]1, predict the reactants needed to synthesize it. The reactants are: [Cl:1][C:2]1[CH:3]=[C:4]([CH:14]=[CH:15][C:16]=1[Cl:17])[CH2:5][N:6]1[CH2:11][CH2:10][O:9][CH:8]([CH2:12][NH2:13])[CH2:7]1.[N:18]([C:21]1[CH:29]=[CH:28][C:24]([N:25]([CH3:27])[CH3:26])=[CH:23][CH:22]=1)=[C:19]=[O:20]. (2) Given the product [CH3:1][N:2]([C:4]1[CH:12]=[CH:11][C:7]([CH2:8][CH2:9][Br:14])=[CH:6][CH:5]=1)[CH3:3], predict the reactants needed to synthesize it. The reactants are: [CH3:1][N:2]([C:4]1[CH:12]=[CH:11][C:7]([CH2:8][CH2:9]O)=[CH:6][CH:5]=1)[CH3:3].C(Br)(Br)(Br)[Br:14].C1(P(C2C=CC=CC=2)C2C=CC=CC=2)C=CC=CC=1. (3) Given the product [O:1]1[C:10]2[CH:9]=[C:8]([CH2:11][N:12]([CH2:20][CH:21]3[O:26][CH2:25][CH2:24][NH:23][CH2:22]3)[C:13](=[O:19])[O:14][C:15]([CH3:18])([CH3:16])[CH3:17])[N:7]=[CH:6][C:5]=2[O:4][CH2:3][CH2:2]1, predict the reactants needed to synthesize it. The reactants are: [O:1]1[C:10]2[CH:9]=[C:8]([CH2:11][N:12]([CH2:20][CH:21]3[O:26][CH2:25][CH2:24][N:23](CC4C=CC=CC=4)[CH2:22]3)[C:13](=[O:19])[O:14][C:15]([CH3:18])([CH3:17])[CH3:16])[N:7]=[CH:6][C:5]=2[O:4][CH2:3][CH2:2]1. (4) Given the product [CH2:1]([O:3][C:4](=[O:31])[C:5]([C:8]1[N:9]=[C:10]([NH2:14])[S:11][C:12]=1[F:13])([CH3:7])[CH3:6])[CH3:2], predict the reactants needed to synthesize it. The reactants are: [CH2:1]([O:3][C:4](=[O:31])[C:5]([C:8]1[N:9]=[C:10]([N:14](C(OC(C)(C)C)=O)CC2C=CC(OC)=CC=2)[S:11][C:12]=1[F:13])([CH3:7])[CH3:6])[CH3:2].C(O)(C(F)(F)F)=O.